Predict the product of the given reaction. From a dataset of Forward reaction prediction with 1.9M reactions from USPTO patents (1976-2016). (1) Given the reactants [CH3:1][O:2][C:3]([C:5]1[N:6]([NH2:23])[C:7](=[O:22])[C:8]2[C:13]([C:14]=1[C:15]1[CH:20]=[CH:19][CH:18]=[CH:17][CH:16]=1)=[CH:12][C:11]([Cl:21])=[CH:10][CH:9]=2)=[O:4].C(N(CC)CC)C.[CH:31](=O)[CH2:32][CH2:33][CH2:34][CH3:35], predict the reaction product. The product is: [CH3:1][O:2][C:3]([C:5]1[N:6]([N:23]=[CH:31][CH2:32][CH2:33][CH2:34][CH3:35])[C:7](=[O:22])[C:8]2[C:13]([C:14]=1[C:15]1[CH:20]=[CH:19][CH:18]=[CH:17][CH:16]=1)=[CH:12][C:11]([Cl:21])=[CH:10][CH:9]=2)=[O:4]. (2) Given the reactants [CH3:1][O:2][C:3]1[CH:8]=[CH:7][CH:6]=[CH:5][C:4]=1[CH:9]1[CH2:14][CH2:13][CH2:12][CH2:11][CH:10]1[CH2:15]OC1C(C)=CC(C)=CC=1C.[C-:26]#[N:27].[Na+], predict the reaction product. The product is: [CH3:1][O:2][C:3]1[CH:8]=[CH:7][CH:6]=[CH:5][C:4]=1[CH:9]1[CH2:14][CH2:13][CH2:12][CH2:11][CH:10]1[CH2:15][C:26]#[N:27].